Predict the reactants needed to synthesize the given product. From a dataset of Retrosynthesis with 50K atom-mapped reactions and 10 reaction types from USPTO. (1) Given the product O=C(CSCCOc1ccccc1)NNC(=O)c1ccc(O)cc1, predict the reactants needed to synthesize it. The reactants are: NNC(=O)c1ccc(O)cc1.O=C(O)CSCCOc1ccccc1. (2) Given the product Cc1cncc(-c2ccc([C@@H]3C[C@H]3NS(=O)(=O)C(C)C)cc2)c1, predict the reactants needed to synthesize it. The reactants are: CC(C)S(=O)(=O)N[C@@H]1C[C@H]1c1ccc(B2OC(C)(C)C(C)(C)O2)cc1.Cc1cncc(Br)c1. (3) Given the product CCOC(=O)N1CCC(C=O)CC1, predict the reactants needed to synthesize it. The reactants are: CCOC(=O)N1CCC(CO)CC1. (4) Given the product CC(=O)N1CCN(C2CCC(c3ccc(N)c4c3CN(C)C4=O)CC2)CC1, predict the reactants needed to synthesize it. The reactants are: CC(=O)N1CCNCC1.CN1Cc2c(C3CCC(N(C)C)CC3)ccc(N)c2C1=O. (5) Given the product COc1ccc(-c2c(C)ccc[n+]2[O-])cc1F, predict the reactants needed to synthesize it. The reactants are: COc1ccc(-c2ncccc2C)cc1F.O=C(OO)c1cccc(Cl)c1. (6) Given the product CC(C)(C)OC(=O)NC(Cc1ccccc1OCCCCCOc1cccc(-c2ccc(-c3ccc4c(c3)OCO4)cc2)n1)C(=O)O, predict the reactants needed to synthesize it. The reactants are: COC(=O)C(Cc1ccccc1OCCCCCOc1cccc(-c2ccc(-c3ccc4c(c3)OCO4)cc2)n1)NC(=O)OC(C)(C)C.